Dataset: Forward reaction prediction with 1.9M reactions from USPTO patents (1976-2016). Task: Predict the product of the given reaction. Given the reactants [C:1]([O:5][C:6]([NH:8][CH:9]([C:22]([NH:24][CH3:25])=[O:23])[CH2:10][NH:11]C(=O)OCC1C=CC=CC=1)=[O:7])([CH3:4])([CH3:3])[CH3:2], predict the reaction product. The product is: [NH2:11][CH2:10][C@@H:9]([C:22]([NH:24][CH3:25])=[O:23])[NH:8][C:6]([O:5][C:1]([CH3:2])([CH3:3])[CH3:4])=[O:7].